Dataset: Full USPTO retrosynthesis dataset with 1.9M reactions from patents (1976-2016). Task: Predict the reactants needed to synthesize the given product. (1) Given the product [Cl:29][C:30]1[CH:31]=[C:32]([S:36]([NH:39][C:24](=[O:25])[C:23]2[CH:27]=[CH:28][C:20]([CH2:19][N:11]([S:8]([C:5]3[CH:6]=[CH:7][C:2]([Cl:1])=[CH:3][CH:4]=3)(=[O:10])=[O:9])[CH2:12][C:13]3[CH:18]=[CH:17][CH:16]=[CH:15][N:14]=3)=[CH:21][CH:22]=2)(=[O:37])=[O:38])[CH:33]=[CH:34][CH:35]=1, predict the reactants needed to synthesize it. The reactants are: [Cl:1][C:2]1[CH:7]=[CH:6][C:5]([S:8]([N:11]([CH2:19][C:20]2[CH:28]=[CH:27][C:23]([C:24](O)=[O:25])=[CH:22][CH:21]=2)[CH2:12][C:13]2[CH:18]=[CH:17][CH:16]=[CH:15][N:14]=2)(=[O:10])=[O:9])=[CH:4][CH:3]=1.[Cl:29][C:30]1[CH:31]=[C:32]([S:36]([NH2:39])(=[O:38])=[O:37])[CH:33]=[CH:34][CH:35]=1. (2) Given the product [CH3:19][CH:20]1[NH:21][CH:22]([CH3:26])[CH2:23][N:24]([C:2]2[N:3]([C:13]3[CH:18]=[CH:17][CH:16]=[CH:15][CH:14]=3)[C:4]3[C:9]([C:10]=2[CH:11]=[O:12])=[CH:8][CH:7]=[CH:6][CH:5]=3)[CH2:25]1, predict the reactants needed to synthesize it. The reactants are: Cl[C:2]1[N:3]([C:13]2[CH:18]=[CH:17][CH:16]=[CH:15][CH:14]=2)[C:4]2[C:9]([C:10]=1[CH:11]=[O:12])=[CH:8][CH:7]=[CH:6][CH:5]=2.[CH3:19][CH:20]1[CH2:25][NH:24][CH2:23][CH:22]([CH3:26])[NH:21]1. (3) Given the product [C:1]1([C:31]2[CH:36]=[CH:35][CH:34]=[CH:33][CH:32]=2)[CH:6]=[CH:5][CH:4]=[CH:3][C:2]=1[N:7]1[C:8]2[CH:9]=[CH:10][CH:11]=[C:12]3[C:27]([CH3:28])([CH3:29])[C:22]4[CH:23]=[CH:24][CH:25]=[CH:26][C:21]=4[N:14]([C:13]=23)[C:15]2[CH:16]=[CH:17][CH:18]=[CH:19][C:20]1=2, predict the reactants needed to synthesize it. The reactants are: [C:1]1([C:31]2[CH:36]=[CH:35][CH:34]=[CH:33][CH:32]=2)[CH:6]=[CH:5][CH:4]=[CH:3][C:2]=1[N:7]1[C:20]2[CH:19]=[CH:18][CH:17]=[CH:16][C:15]=2[N:14]([C:21]2[CH:26]=[CH:25][CH:24]=[CH:23][C:22]=2[C:27](O)([CH3:29])[CH3:28])[C:13]2[C:8]1=[CH:9][CH:10]=[CH:11][CH:12]=2.CS(O)(=O)=O.O. (4) Given the product [CH3:22][C:5]1[C:4]([CH3:23])=[CH:3][CH:2]=[CH:7][C:6]=1[NH:8][C:9]1[O:10][C:11]([C:14]2[CH:21]=[CH:20][C:17]([C:18]#[N:19])=[CH:16][CH:15]=2)=[CH:12][N:13]=1, predict the reactants needed to synthesize it. The reactants are: N[C:2]1[CH:3]=[CH:4][C:5]([CH3:22])=[C:6]([NH:8][C:9]2[O:10][C:11]([C:14]3[CH:21]=[CH:20][C:17]([C:18]#[N:19])=[CH:16][CH:15]=3)=[CH:12][N:13]=2)[CH:7]=1.[CH3:23]C1C(C)=CC=CC=1NC(=O)C.NC1C=CC(C)=C(NC(=O)C)C=1. (5) Given the product [Cl:4][C:5]1[CH:6]=[CH:7][C:8]([C:11]2[CH:16]=[CH:15][CH:14]=[CH:13][C:12]=2[CH:17]=[C:38]2[CH2:37][O:47][C:40]3([CH2:45][CH2:44][CH2:43][CH2:42][CH2:41]3)[O:39]2)=[CH:9][CH:10]=1, predict the reactants needed to synthesize it. The reactants are: [H-].[Na+].[I-].[Cl:4][C:5]1[CH:10]=[CH:9][C:8]([C:11]2[CH:16]=[CH:15][CH:14]=[CH:13][C:12]=2[CH2:17][P+](C2C=CC=CC=2)(C2C=CC=CC=2)C2C=CC=CC=2)=[CH:7][CH:6]=1.[CH2:37]1[O:47][C:40]2([CH2:45][CH2:44][C:43](=O)[CH2:42][CH2:41]2)[O:39][CH2:38]1.OS([O-])(=O)=O.[Na+].